From a dataset of Reaction yield outcomes from USPTO patents with 853,638 reactions. Predict the reaction yield, written as a fraction of the theoretical maximum amount of product (1.0 means a 100% yield; for example, 0.34 means a 34% yield). (1) The reactants are [NH2:1][C:2]1[CH:3]=[C:4]([CH:8]=[C:9]([CH3:11])[N:10]=1)[C:5]([OH:7])=[O:6].N1C=CC=CC=1.[C:18](Cl)(=[O:23])[C:19]([CH3:22])([CH3:21])[CH3:20]. The catalyst is CN(C)C=O.C(O)(=O)CC(CC(O)=O)(C(O)=O)O. The product is [CH3:11][C:9]1[CH:8]=[C:4]([CH:3]=[C:2]([NH:1][C:18](=[O:23])[C:19]([CH3:22])([CH3:21])[CH3:20])[N:10]=1)[C:5]([OH:7])=[O:6]. The yield is 1.00. (2) The reactants are [CH3:1][O:2][C:3](=[O:26])[C:4]1[CH:9]=[C:8](I)[CH:7]=[N:6][C:5]=1[O:11][C:12]1[CH:17]=[CH:16][C:15]([O:18][C:19]2[CH:24]=[CH:23][CH:22]=[C:21]([F:25])[CH:20]=2)=[CH:14][CH:13]=1.[C:27]([O:31][C:32]([N:34]1[CH2:38][CH2:37][C:36]2([CH2:42][CH2:41][NH:40][CH2:39]2)[CH2:35]1)=[O:33])([CH3:30])([CH3:29])[CH3:28].C(=O)([O-])[O-].[Cs+].[Cs+].C1(P(C2CCCCC2)C2C=CC=CC=2C2C(OC(C)C)=CC=CC=2OC(C)C)CCCCC1. The catalyst is O1CCOCC1.C1C=CC(/C=C/C(/C=C/C2C=CC=CC=2)=O)=CC=1.C1C=CC(/C=C/C(/C=C/C2C=CC=CC=2)=O)=CC=1.C1C=CC(/C=C/C(/C=C/C2C=CC=CC=2)=O)=CC=1.[Pd].[Pd]. The product is [C:27]([O:31][C:32]([N:34]1[CH2:38][CH2:37][C:36]2([CH2:42][CH2:41][N:40]([C:8]3[CH:7]=[N:6][C:5]([O:11][C:12]4[CH:17]=[CH:16][C:15]([O:18][C:19]5[CH:24]=[CH:23][CH:22]=[C:21]([F:25])[CH:20]=5)=[CH:14][CH:13]=4)=[C:4]([C:3]([O:2][CH3:1])=[O:26])[CH:9]=3)[CH2:39]2)[CH2:35]1)=[O:33])([CH3:30])([CH3:28])[CH3:29]. The yield is 0.268. (3) The product is [CH2:25]([N:22]1[CH2:21][CH2:20][N:19]([C:14]2[C:15]([CH3:18])=[C:16]([CH3:17])[C:11]3[O:10][C:9]([CH3:34])([CH3:33])[CH:8]([C:5]4[CH:6]=[N:7][C:2]([F:1])=[CH:3][CH:4]=4)[C:12]=3[C:13]=2[CH3:32])[CH2:24][CH2:23]1)[C:26]1[CH:27]=[CH:28][CH:29]=[CH:30][CH:31]=1. The catalyst is CCCCCC. The yield is 0.780. The reactants are [F:1][C:2]1[N:7]=[CH:6][C:5]([C:8]2(O)[C:12]3[C:13]([CH3:32])=[C:14]([N:19]4[CH2:24][CH2:23][N:22]([CH2:25][C:26]5[CH:31]=[CH:30][CH:29]=[CH:28][CH:27]=5)[CH2:21][CH2:20]4)[C:15]([CH3:18])=[C:16]([CH3:17])[C:11]=3[O:10][C:9]2([CH3:34])[CH3:33])=[CH:4][CH:3]=1. (4) The catalyst is C1C=CC(/C=C/C(/C=C/C2C=CC=CC=2)=O)=CC=1.C1C=CC(/C=C/C(/C=C/C2C=CC=CC=2)=O)=CC=1.[Pd].C1(C)C=CC=CC=1.CCCCCC. The yield is 0.670. The reactants are Br[C:2]1[C:15]2[C:16]3=[C:17]4[C:12](=[CH:13][CH:14]=2)[CH:11]=[CH:10][C:9](Br)=[C:8]4[CH:7]=[CH:6][C:5]3=[CH:4][CH:3]=1.[CH3:19][C:20]1[CH:21]=[C:22]([NH:26][C:27]2[CH:32]=[CH:31][CH:30]=[C:29]([C:33]3([C:46]4[CH:51]=[CH:50][CH:49]=[CH:48][CH:47]=4)[C:45]4[CH:44]=[CH:43][CH:42]=[CH:41][C:40]=4[C:39]4[C:34]3=[CH:35][CH:36]=[CH:37][CH:38]=4)[CH:28]=2)[CH:23]=[CH:24][CH:25]=1.[CH3:52][C:53]([CH3:56])([O-])[CH3:54].[Na+].[C:67](P([C:67]([CH3:70])([CH3:69])[CH3:68])[C:67]([CH3:70])([CH3:69])[CH3:68])([CH3:70])([CH3:69])[CH3:68]. The product is [CH3:19][C:20]1[CH:21]=[C:22]([N:26]([C:27]2[CH:32]=[CH:31][CH:30]=[C:29]([C:33]3([C:46]4[CH:51]=[CH:50][CH:49]=[CH:48][CH:47]=4)[C:45]4[CH:44]=[CH:43][CH:42]=[CH:41][C:40]=4[C:39]4[C:34]3=[CH:35][CH:36]=[CH:37][CH:38]=4)[CH:28]=2)[C:2]2[C:15]3=[C:16]4[C:17]5[C:12]([CH:13]=[CH:14]3)=[CH:11][CH:10]=[C:9]([N:26]([C:22]3[CH:21]=[CH:20][CH:69]=[C:67]([CH3:68])[CH:70]=3)[C:27]3[CH:28]=[CH:29][CH:54]=[C:53]([C:56]6([C:49]7[CH:48]=[CH:47][CH:46]=[CH:51][CH:50]=7)[C:41]7[CH:42]=[CH:43][CH:44]=[CH:45][C:40]=7[C:39]7[C:38]6=[CH:37][CH:36]=[CH:35][CH:34]=7)[CH:52]=3)[C:8]=5[CH:7]=[CH:6][C:5]4=[CH:4][CH:3]=2)[CH:23]=[CH:24][CH:25]=1. (5) The reactants are [Br:1][C:2]1[CH:3]=[C:4]2[C:9](Cl)=[C:8]([C:11]([NH2:13])=[O:12])[CH:7]=[N:6][N:5]2[CH:14]=1.Cl.[NH2:16][C@@H:17]([C:22]1[CH:27]=[CH:26][CH:25]=[CH:24][CH:23]=1)[C:18]([O:20][CH3:21])=[O:19].CCN(C(C)C)C(C)C. The catalyst is CN1C(=O)CCC1.C(OCC)(=O)C. The product is [Br:1][C:2]1[CH:3]=[C:4]2[C:9]([NH:16][C@@H:17]([C:22]3[CH:27]=[CH:26][CH:25]=[CH:24][CH:23]=3)[C:18]([O:20][CH3:21])=[O:19])=[C:8]([C:11](=[O:12])[NH2:13])[CH:7]=[N:6][N:5]2[CH:14]=1. The yield is 0.449.